This data is from TCR-epitope binding with 47,182 pairs between 192 epitopes and 23,139 TCRs. The task is: Binary Classification. Given a T-cell receptor sequence (or CDR3 region) and an epitope sequence, predict whether binding occurs between them. (1) The epitope is KLPDDFTGCV. The TCR CDR3 sequence is CASSPGLWGPQETQYF. Result: 1 (the TCR binds to the epitope). (2) The epitope is FLNRFTTTL. The TCR CDR3 sequence is CASSWYRGLDYEQYF. Result: 0 (the TCR does not bind to the epitope). (3) The epitope is TPRVTGGGAM. The TCR CDR3 sequence is CASSPSRNTEAFF. Result: 1 (the TCR binds to the epitope). (4) The epitope is LLALHRSYL. The TCR CDR3 sequence is CSAPARSEPYEQYF. Result: 0 (the TCR does not bind to the epitope). (5) The epitope is ILGLPTQTV. The TCR CDR3 sequence is CASTRPDGEQFF. Result: 0 (the TCR does not bind to the epitope). (6) The epitope is RLRAEAQVK. The TCR CDR3 sequence is CAWSVGVATNEKLFF. Result: 1 (the TCR binds to the epitope).